Task: Predict the reactants needed to synthesize the given product.. Dataset: Full USPTO retrosynthesis dataset with 1.9M reactions from patents (1976-2016) (1) Given the product [Cl:1][C:2]1[CH:10]=[CH:9][C:8]2[N:7]([CH2:18][CH2:17][C:19]3[CH:24]=[CH:23][CH:22]=[CH:21][N:20]=3)[C:6]3[CH2:11][CH2:12][N:13]([CH3:16])[CH2:14][CH2:15][C:5]=3[C:4]=2[CH:3]=1, predict the reactants needed to synthesize it. The reactants are: [Cl:1][C:2]1[CH:10]=[CH:9][C:8]2[NH:7][C:6]3[CH2:11][CH2:12][N:13]([CH3:16])[CH2:14][CH2:15][C:5]=3[C:4]=2[CH:3]=1.[CH:17]([C:19]1[CH:24]=[CH:23][CH:22]=[CH:21][N:20]=1)=[CH2:18]. (2) The reactants are: [F:1][C:2]1([F:27])[CH2:4][CH:3]1[CH2:5][N:6]1[C:10]2[CH:11]=[CH:12][C:13]([C:15]3[N:20]=[C:19]([CH2:21]O)[CH:18]=[CH:17][C:16]=3[CH3:23])=[CH:14][C:9]=2[N:8]([CH3:24])[S:7]1(=[O:26])=[O:25].C(N(CC)CC)C.S(Cl)(C)(=O)=O.[CH3:40][S:41]([N:44]1[CH2:49][CH2:48][NH:47][CH2:46][CH2:45]1)(=[O:43])=[O:42].CCN(C(C)C)C(C)C. Given the product [F:1][C:2]1([F:27])[CH2:4][CH:3]1[CH2:5][N:6]1[C:10]2[CH:11]=[CH:12][C:13]([C:15]3[C:16]([CH3:23])=[CH:17][CH:18]=[C:19]([CH2:21][N:47]4[CH2:48][CH2:49][N:44]([S:41]([CH3:40])(=[O:43])=[O:42])[CH2:45][CH2:46]4)[N:20]=3)=[CH:14][C:9]=2[N:8]([CH3:24])[S:7]1(=[O:26])=[O:25], predict the reactants needed to synthesize it.